From a dataset of Full USPTO retrosynthesis dataset with 1.9M reactions from patents (1976-2016). Predict the reactants needed to synthesize the given product. Given the product [CH2:2]([N:9]1[CH2:10][CH:11]=[C:12]([CH3:15])[CH2:13][CH2:14]1)[C:3]1[CH:8]=[CH:7][CH:6]=[CH:5][CH:4]=1, predict the reactants needed to synthesize it. The reactants are: [Cl-].[CH2:2]([N+:9]1[CH:14]=[CH:13][C:12]([CH3:15])=[CH:11][CH:10]=1)[C:3]1[CH:8]=[CH:7][CH:6]=[CH:5][CH:4]=1.[BH4-].[Na+].